From a dataset of Full USPTO retrosynthesis dataset with 1.9M reactions from patents (1976-2016). Predict the reactants needed to synthesize the given product. (1) Given the product [Cl:22][C:23]1[CH:24]=[C:25]([NH:26][C:7]([CH:6]2[CH2:5][CH2:4][N:3]([C:10](=[O:20])[C:11](=[O:19])[NH:12][C@H:13]([CH3:18])[C:14]([F:17])([F:16])[F:15])[C:2]2([CH3:1])[CH3:21])=[O:9])[CH:27]=[C:28]([F:31])[C:29]=1[F:30], predict the reactants needed to synthesize it. The reactants are: [CH3:1][C:2]1([CH3:21])[CH:6]([C:7]([OH:9])=O)[CH2:5][CH2:4][N:3]1[C:10](=[O:20])[C:11](=[O:19])[NH:12][C@H:13]([CH3:18])[C:14]([F:17])([F:16])[F:15].[Cl:22][C:23]1[CH:24]=[C:25]([CH:27]=[C:28]([F:31])[C:29]=1[F:30])[NH2:26].CN(C(ON1N=NC2C=CC=NC1=2)=[N+](C)C)C.F[P-](F)(F)(F)(F)F.CCN(C(C)C)C(C)C.CN(C=O)C. (2) Given the product [CH3:27][CH2:26][C:25]([N:7]([CH:6]1[CH2:1][CH2:2][N:3]([CH2:14][CH2:15][C:16]2[CH:21]=[CH:20][CH:19]=[CH:18][CH:17]=2)[CH2:4][CH2:5]1)[C:8]1[CH:13]=[CH:12][CH:11]=[CH:10][CH:9]=1)=[O:28], predict the reactants needed to synthesize it. The reactants are: [CH2:1]1[CH:6]([NH:7][C:8]2[CH:13]=[CH:12][CH:11]=[CH:10][CH:9]=2)[CH2:5][CH2:4][N:3]([CH2:14][CH2:15][C:16]2[CH:21]=[CH:20][CH:19]=[CH:18][CH:17]=2)[CH2:2]1.Cl.[OH-].[K+].[C:25](Cl)(=[O:28])[CH2:26][CH3:27].[OH-].[Na+]. (3) Given the product [N:5]1([C:3](=[O:4])[CH2:2][S:32][C:23]2[NH:24][C:25]([C:26]3[CH:27]=[CH:28][CH:29]=[CH:30][CH:31]=3)=[C:21]([C:15]3[CH:20]=[CH:19][CH:18]=[CH:17][CH:16]=3)[N:22]=2)[C:14]2[C:9](=[CH:10][CH:11]=[CH:12][CH:13]=2)[CH2:8][CH2:7][CH2:6]1, predict the reactants needed to synthesize it. The reactants are: Cl[CH2:2][C:3]([N:5]1[C:14]2[C:9](=[CH:10][CH:11]=[CH:12][CH:13]=2)[CH2:8][CH2:7][CH2:6]1)=[O:4].[C:15]1([C:21]2[N:22]=[C:23]([SH:32])[NH:24][C:25]=2[C:26]2[CH:31]=[CH:30][CH:29]=[CH:28][CH:27]=2)[CH:20]=[CH:19][CH:18]=[CH:17][CH:16]=1. (4) Given the product [NH2:1][C:2]1[CH:11]=[CH:10][CH:9]=[C:8]2[C:3]=1[CH2:4][CH2:5][N:6]([C:19]([O:18][C:14]([CH3:17])([CH3:16])[CH3:15])=[O:20])[CH2:7]2, predict the reactants needed to synthesize it. The reactants are: [NH2:1][C:2]1[CH:11]=[CH:10][CH:9]=[C:8]2[C:3]=1[CH2:4][CH2:5][NH:6][CH2:7]2.[OH-].[Na+].[C:14]([O:18][C:19](O[C:19]([O:18][C:14]([CH3:17])([CH3:16])[CH3:15])=[O:20])=[O:20])([CH3:17])([CH3:16])[CH3:15].O. (5) Given the product [CH:4]([O:7][C:8]([N:10]1[CH2:15][CH2:14][CH:13]([CH2:16][CH2:17][CH2:18][O:19][C:20]2[CH:25]=[CH:24][C:23]([C:26]([NH:2][NH2:3])=[O:27])=[C:22]([F:30])[CH:21]=2)[CH2:12][CH2:11]1)=[O:9])([CH3:6])[CH3:5], predict the reactants needed to synthesize it. The reactants are: O.[NH2:2][NH2:3].[CH:4]([O:7][C:8]([N:10]1[CH2:15][CH2:14][CH:13]([CH2:16][CH2:17][CH2:18][O:19][C:20]2[CH:25]=[CH:24][C:23]([C:26](OC)=[O:27])=[C:22]([F:30])[CH:21]=2)[CH2:12][CH2:11]1)=[O:9])([CH3:6])[CH3:5]. (6) Given the product [Cl:1][C:2]1[CH:3]=[C:4]([C:8]#[C:9][C:10]2[CH2:14][C:13]3([O:12][N:11]=2)[CH2:18][CH2:17][N:16]([C:19]([NH:21][C:22]2[CH:28]=[CH:27][N:29]=[CH:30][CH:24]=2)=[O:20])[CH2:15]3)[CH:5]=[CH:6][CH:7]=1, predict the reactants needed to synthesize it. The reactants are: [Cl:1][C:2]1[CH:3]=[C:4]([C:8]#[C:9][C:10]2[CH2:14][C:13]3([CH2:18][CH2:17][N:16]([C:19]([N:21](CC)[CH:22]([CH3:24])C)=[O:20])[CH2:15]3)[O:12][N:11]=2)[CH:5]=[CH:6][CH:7]=1.[CH2:27]([NH:29][CH:30](C)C)[CH3:28]. (7) The reactants are: Br[C:2]1[CH:21]=[CH:20][C:5]([C:6]([N:8]([CH2:12][C:13]2[CH:18]=[CH:17][CH:16]=[CH:15][C:14]=2[OH:19])[CH:9]([CH3:11])[CH3:10])=[O:7])=[CH:4][CH:3]=1.[O:22]1[CH:26]=[CH:25][CH:24]=[C:23]1B(O)O.C([O-])([O-])=O.[Na+].[Na+].O. Given the product [O:22]1[CH:26]=[CH:25][CH:24]=[C:23]1[C:2]1[CH:21]=[CH:20][C:5]([C:6]([N:8]([CH2:12][C:13]2[CH:18]=[CH:17][CH:16]=[CH:15][C:14]=2[OH:19])[CH:9]([CH3:11])[CH3:10])=[O:7])=[CH:4][CH:3]=1, predict the reactants needed to synthesize it. (8) The reactants are: Cl[CH2:2][C:3]1[CH:8]=[CH:7][CH:6]=[C:5]([F:9])[CH:4]=1.[OH:10][C:11]1[CH:16]=[CH:15][C:14]([NH:17][C:18]2[C:27]3[C:22](=[CH:23][CH:24]=[CH:25][C:26]=3[O:28][C@H:29]([CH3:35])[CH2:30][NH:31][C:32](=[O:34])[CH3:33])[N:21]=[CH:20][N:19]=2)=[CH:13][C:12]=1[CH3:36]. Given the product [F:9][C:5]1[CH:4]=[C:3]([CH:8]=[CH:7][CH:6]=1)[CH2:2][O:10][C:11]1[CH:16]=[CH:15][C:14]([NH:17][C:18]2[C:27]3[C:22](=[CH:23][CH:24]=[CH:25][C:26]=3[O:28][C@H:29]([CH3:35])[CH2:30][NH:31][C:32](=[O:34])[CH3:33])[N:21]=[CH:20][N:19]=2)=[CH:13][C:12]=1[CH3:36], predict the reactants needed to synthesize it.